The task is: Predict the reactants needed to synthesize the given product.. This data is from Full USPTO retrosynthesis dataset with 1.9M reactions from patents (1976-2016). Given the product [C:5]([O:4][C:1](=[O:3])[CH2:2][CH:19]([OH:20])[CH2:18][CH:13]1[CH2:15][CH2:14]1)([CH3:8])([CH3:7])[CH3:6], predict the reactants needed to synthesize it. The reactants are: [C:1]([O:4][C:5]([CH3:8])([CH3:7])[CH3:6])(=[O:3])[CH3:2].C(N[CH:13]([CH3:15])[CH3:14])(C)C.[Li].C1C[O:20][CH2:19][CH2:18]1.